This data is from CYP2D6 inhibition data for predicting drug metabolism from PubChem BioAssay. The task is: Regression/Classification. Given a drug SMILES string, predict its absorption, distribution, metabolism, or excretion properties. Task type varies by dataset: regression for continuous measurements (e.g., permeability, clearance, half-life) or binary classification for categorical outcomes (e.g., BBB penetration, CYP inhibition). Dataset: cyp2d6_veith. (1) The compound is CC[n+]1c(P(=O)([O-])c2ccccc2)[nH]c2ccccc21. The result is 0 (non-inhibitor). (2) The compound is CN(C)[C@H]1C(=O)C(C(=O)NCN2CCCC2)=C(O)[C@]2(O)C(=O)C3=C(O)c4c(O)cccc4[C@@](C)(O)[C@H]3C[C@@H]12. The result is 0 (non-inhibitor). (3) The compound is CC1=C(Br)C(=O)C(C)=C(Br)C1=O.Cc1c(O)c(Br)c(C)c(O)c1Br. The result is 1 (inhibitor). (4) The molecule is Cc1cnc(CNc2ncnc3ccc(-c4ccc(C(=O)N(C)C)cc4)cc23)cn1. The result is 0 (non-inhibitor). (5) The compound is CC(NC(=O)CN1CCCC1)C12CC3CC(CC(C3)C1)C2.Cl. The result is 0 (non-inhibitor). (6) The compound is COCC(=O)Nc1ccc(-c2cn3cccnc3n2)cc1. The result is 0 (non-inhibitor). (7) The result is 0 (non-inhibitor). The drug is O=C(c1ccncc1)N1CCC2(CC1)CN(c1ccc(-c3ccccc3)cc1)C2.